From a dataset of Full USPTO retrosynthesis dataset with 1.9M reactions from patents (1976-2016). Predict the reactants needed to synthesize the given product. (1) Given the product [CH2:1]([O:8][C:9](=[O:32])[CH2:10][CH:11]([N:15]1[CH:19]=[CH:18][N:17]([C:20]2[CH:25]=[CH:24][C:23]([C:26]3[CH:31]=[CH:30][CH:29]=[CH:28][CH:27]=3)=[CH:22][CH:21]=2)[CH2:16]1)[C:12]([NH:41][C@H:39]1[CH2:40][CH2:33][CH2:34][CH2:35][NH:36][C:37]1=[O:38])=[O:14])[C:2]1[CH:3]=[CH:4][CH:5]=[CH:6][CH:7]=1, predict the reactants needed to synthesize it. The reactants are: [CH2:1]([O:8][C:9](=[O:32])[CH2:10][CH:11]([N:15]1[CH:19]=[CH:18][N:17]([C:20]2[CH:25]=[CH:24][C:23]([C:26]3[CH:31]=[CH:30][CH:29]=[CH:28][CH:27]=3)=[CH:22][CH:21]=2)[CH2:16]1)[C:12]([OH:14])=O)[C:2]1[CH:7]=[CH:6][CH:5]=[CH:4][CH:3]=1.[CH2:33]1[CH2:40][C@H:39]([NH2:41])[C:37](=[O:38])[NH:36][CH2:35][CH2:34]1.C(OC(=O)C(N1C=CN(C2C=CC(C3C=CC=CC=3)=CC=2)C1)CC(N[C@H]1CCCCNC1=O)=O)C1C=CC=CC=1. (2) Given the product [Cl:27][C:28]1[CH:55]=[CH:54][CH:53]=[C:52]([F:56])[C:29]=1[CH2:30][CH2:31][S:32]([C:35]1[N:36]([C:45]2[CH:50]=[CH:49][C:48]([F:51])=[CH:47][CH:46]=2)[C:37]([C:40]([OH:42])=[O:41])=[CH:38][N:39]=1)(=[O:34])=[O:33], predict the reactants needed to synthesize it. The reactants are: FC1C=CC(N2C(C(O)=O)=CN=C2SCC2C(F)=CC=C(F)C=2F)=CC=1.[Cl:27][C:28]1[CH:55]=[CH:54][CH:53]=[C:52]([F:56])[C:29]=1[CH2:30][CH2:31][S:32]([C:35]1[N:36]([C:45]2[CH:50]=[CH:49][C:48]([F:51])=[CH:47][CH:46]=2)[C:37]([C:40]([O:42]CC)=[O:41])=[CH:38][N:39]=1)(=[O:34])=[O:33].[Li+].[OH-]. (3) The reactants are: [Cl:1][C:2]1[CH:3]=[N:4][CH:5]=[C:6]([Cl:20])[C:7]=1[S:8][C:9]1[S:13][C:12]([C:14](Cl)=[O:15])=[CH:11][C:10]=1[N+:17]([O-:19])=[O:18].[NH2:21][C:22]1[CH:27]=[CH:26][C:25]([C:28](=[O:30])[CH3:29])=[CH:24][CH:23]=1. Given the product [C:28]([C:25]1[CH:26]=[CH:27][C:22]([NH:21][C:14]([C:12]2[S:13][C:9]([S:8][C:7]3[C:2]([Cl:1])=[CH:3][N:4]=[CH:5][C:6]=3[Cl:20])=[C:10]([N+:17]([O-:19])=[O:18])[CH:11]=2)=[O:15])=[CH:23][CH:24]=1)(=[O:30])[CH3:29], predict the reactants needed to synthesize it. (4) Given the product [CH2:2]([NH:9][C:10](=[O:19])[C:11]1[CH2:12][CH:13]=[CH:14][NH:17][CH:15]=1)[C:3]1[CH:4]=[CH:5][CH:6]=[CH:7][CH:8]=1, predict the reactants needed to synthesize it. The reactants are: [I-].[CH2:2]([N+:9]1[CH:14]=[CH:13][CH:12]=[C:11]([C:15]([NH2:17])=O)[CH:10]=1)[C:3]1[CH:8]=[CH:7][CH:6]=[CH:5][CH:4]=1.C(=O)([O-])[O-:19].[Na+].[Na+].S(S([O-])=O)([O-])=O.[Na+].[Na+]. (5) Given the product [O:23]=[S:2]1(=[O:1])[CH2:7][CH2:6][N:5]([CH2:8][CH2:9][N:10]([CH2:31][CH2:32][CH2:33][O:34][CH3:35])[S:11]([C:14]2[CH:19]=[CH:18][CH:17]=[CH:16][C:15]=2[N+:20]([O-:22])=[O:21])(=[O:12])=[O:13])[CH2:4][CH2:3]1, predict the reactants needed to synthesize it. The reactants are: [O:1]=[S:2]1(=[O:23])[CH2:7][CH2:6][N:5]([CH2:8][CH2:9][NH:10][S:11]([C:14]2[CH:19]=[CH:18][CH:17]=[CH:16][C:15]=2[N+:20]([O-:22])=[O:21])(=[O:13])=[O:12])[CH2:4][CH2:3]1.C(=O)([O-])[O-].[Cs+].[Cs+].Br[CH2:31][CH2:32][CH2:33][O:34][CH3:35].C(OCC)(=O)C. (6) Given the product [N:1]1[C:10]2[C:9]3[CH:11]=[CH:12][CH:13]=[CH:14][C:8]=3[C:34](=[O:24])[C:33](=[O:32])[C:5]=2[CH:4]=[CH:3][CH:2]=1, predict the reactants needed to synthesize it. The reactants are: [N:1]1[C:10]2[C:5](=CC=[C:8]3[CH:14]=[CH:13][CH:12]=[CH:11][C:9]3=2)[CH:4]=[CH:3][CH:2]=1.O=I(OI(=O)=O)=O.S([O-])([O-])(=[O:24])=S.[Na+].[Na+].C([O:32][CH2:33][CH3:34])(=O)C. (7) Given the product [CH:2]#[C:1][CH2:6][NH:14][C@H:15]1[C:23]2[CH:22]=[CH:21][CH:20]=[CH:19][C:18]=2[CH2:17][CH2:16]1, predict the reactants needed to synthesize it. The reactants are: [C:1]1(S(OCC#C)(=O)=O)[CH:6]=CC=C[CH:2]=1.[NH2:14][CH:15]1[C:23]2[C:18](=[CH:19][CH:20]=[CH:21][CH:22]=2)[CH2:17][CH2:16]1.[OH-].[Na+]. (8) Given the product [N:20]1([CH:18]([NH:8][C:6](=[O:7])[C:5]2[CH:9]=[C:10]([O:12][CH3:13])[CH:11]=[C:3]([O:2][CH3:1])[CH:4]=2)[C:15]([CH3:16])([CH3:17])[CH3:14])[C:24]2[CH:25]=[CH:26][CH:27]=[CH:28][C:23]=2[N:22]=[N:21]1, predict the reactants needed to synthesize it. The reactants are: [CH3:1][O:2][C:3]1[CH:4]=[C:5]([CH:9]=[C:10]([O:12][CH3:13])[CH:11]=1)[C:6]([NH2:8])=[O:7].[CH3:14][C:15]([CH:18]=O)([CH3:17])[CH3:16].[NH:20]1[C:24]2[CH:25]=[CH:26][CH:27]=[CH:28][C:23]=2[N:22]=[N:21]1.C1(C)C=CC(S(O)(=O)=O)=CC=1. (9) Given the product [OH:1][C@H:2]([CH2:8][C:9](=[O:10])[O-:11])[CH2:3][N+:4]([CH3:7])([CH3:5])[CH3:6].[CH3:12][CH2:13][C@:14]12[CH:30]=[C:29]([C:31]([O:33][CH2:34][CH3:35])=[O:32])[N:28]3[C:20]4=[C:21]([CH2:36][CH2:37][N:18]([C@@H:19]14)[CH2:17][CH2:16][CH2:15]2)[C:22]1[CH:23]=[CH:24][CH:25]=[CH:26][C:27]=13, predict the reactants needed to synthesize it. The reactants are: [OH:1][C@H:2]([CH2:8][C:9](=[O:11])[O-:10])[CH2:3][N+:4]([CH3:7])([CH3:6])[CH3:5].[CH3:12][CH2:13][C@:14]12[CH:30]=[C:29]([C:31]([O:33][CH2:34][CH3:35])=[O:32])[N:28]3[C:20]4=[C:21]([CH2:36][CH2:37][N:18]([C@@H:19]14)[CH2:17][CH2:16][CH2:15]2)[C:22]1[CH:23]=[CH:24][CH:25]=[CH:26][C:27]=13.C(O)C.C(OC(C1C=CC(O)=CC=1)=O)C. (10) Given the product [CH2:11]([O:10][C:7]1[CH:8]=[CH:9][C:4]([C:3]#[CH:2])=[CH:5][C:6]=1[O:23][CH2:24][CH2:25][CH2:26][CH2:27][CH2:28][CH2:29][CH2:30][CH2:31][CH2:32][CH2:33][CH2:34][CH3:35])[CH2:12][CH2:13][CH2:14][CH2:15][CH2:16][CH2:17][CH2:18][CH2:19][CH2:20][CH2:21][CH3:22], predict the reactants needed to synthesize it. The reactants are: Br[C:2](Br)=[CH:3][C:4]1[CH:9]=[CH:8][C:7]([O:10][CH2:11][CH2:12][CH2:13][CH2:14][CH2:15][CH2:16][CH2:17][CH2:18][CH2:19][CH2:20][CH2:21][CH3:22])=[C:6]([O:23][CH2:24][CH2:25][CH2:26][CH2:27][CH2:28][CH2:29][CH2:30][CH2:31][CH2:32][CH2:33][CH2:34][CH3:35])[CH:5]=1.[Li]CCCC.